From a dataset of Full USPTO retrosynthesis dataset with 1.9M reactions from patents (1976-2016). Predict the reactants needed to synthesize the given product. (1) Given the product [CH3:10][C:6]1[CH:7]=[C:2]([Br:1])[C:3]([C:18]([OH:20])=[O:19])=[C:4]([F:9])[C:5]=1[CH3:8], predict the reactants needed to synthesize it. The reactants are: [Br:1][C:2]1[CH:7]=[CH:6][C:5]([CH3:8])=[C:4]([F:9])[CH:3]=1.[CH:10]([N-]C(C)C)(C)C.[Li+].[C:18](=[O:20])=[O:19]. (2) Given the product [NH2:24][C:23]1[S:3][C:2]([NH:1][C:4]2[CH:5]=[CH:6][C:7]([NH:10][C:11](=[O:17])[O:12][C:13]([CH3:14])([CH3:16])[CH3:15])=[N:8][CH:9]=2)=[N:18][C:19]=1[C:20](=[O:21])[NH2:22], predict the reactants needed to synthesize it. The reactants are: [N:1]([C:4]1[CH:5]=[CH:6][C:7]([NH:10][C:11](=[O:17])[O:12][C:13]([CH3:16])([CH3:15])[CH3:14])=[N:8][CH:9]=1)=[C:2]=[S:3].[NH2:18][CH:19]([C:23]#[N:24])[C:20]([NH2:22])=[O:21]. (3) Given the product [Cl:2][C:1]([Cl:5])=[C:41]([C:29]1[CH:30]=[C:31]([O:32][C:33]2[CH:38]=[CH:37][C:36]([O:39][CH3:40])=[CH:35][CH:34]=2)[C:26]([Cl:25])=[CH:27][C:28]=1[F:48])[C:42]([O:44][CH2:45][CH3:46])=[O:43], predict the reactants needed to synthesize it. The reactants are: [C:1]([Cl:5])(Cl)(Cl)[Cl:2].C1(P(C2C=CC=CC=2)C2C=CC=CC=2)C=CC=CC=1.[Cl:25][C:26]1[C:31]([O:32][C:33]2[CH:38]=[CH:37][C:36]([O:39][CH3:40])=[CH:35][CH:34]=2)=[CH:30][C:29]([C:41](=O)[C:42]([O:44][CH2:45][CH3:46])=[O:43])=[C:28]([F:48])[CH:27]=1.